This data is from Full USPTO retrosynthesis dataset with 1.9M reactions from patents (1976-2016). The task is: Predict the reactants needed to synthesize the given product. (1) The reactants are: [NH2:1][C:2]12[CH2:9][CH:8]3[CH2:10][C:4]([C:11]4[CH:16]=[CH:15][C:14]([N:17]5[CH2:21][CH2:20][NH:19][C:18]5=[O:22])=[CH:13][CH:12]=4)([CH2:5][CH:6]1[CH2:7]3)[CH2:3]2.C([O-])([O-])=O.[K+].[K+].Cl[CH2:30][C:31]([N:33]1[CH2:37][CH2:36][CH2:35][C@H:34]1[C:38]#[N:39])=[O:32]. Given the product [O:22]=[C:18]1[NH:19][CH2:20][CH2:21][N:17]1[C:14]1[CH:13]=[CH:12][C:11]([C:4]23[CH2:10][CH:8]4[CH2:9][C:2]([NH:1][CH2:30][C:31]([N:33]5[CH2:37][CH2:36][CH2:35][C@H:34]5[C:38]#[N:39])=[O:32])([CH2:3]2)[CH:6]([CH2:7]4)[CH2:5]3)=[CH:16][CH:15]=1, predict the reactants needed to synthesize it. (2) Given the product [F:29][C:20]1[C:19]([O:18][C:9]2[C:8]3[C:13](=[CH:14][C:15]([O:16][CH3:17])=[C:6]([O:5][CH2:4][CH2:3][CH2:2][N:37]4[CH2:38][CH2:39][N:34]([S:31]([CH3:30])(=[O:33])=[O:32])[CH2:35][CH2:36]4)[CH:7]=3)[N:12]=[CH:11][N:10]=2)=[CH:27][CH:26]=[C:25]2[C:21]=1[CH:22]=[C:23]([CH3:28])[NH:24]2, predict the reactants needed to synthesize it. The reactants are: Br[CH2:2][CH2:3][CH2:4][O:5][C:6]1[CH:7]=[C:8]2[C:13](=[CH:14][C:15]=1[O:16][CH3:17])[N:12]=[CH:11][N:10]=[C:9]2[O:18][C:19]1[C:20]([F:29])=[C:21]2[C:25](=[CH:26][CH:27]=1)[NH:24][C:23]([CH3:28])=[CH:22]2.[CH3:30][S:31]([N:34]1[CH2:39][CH2:38][NH:37][CH2:36][CH2:35]1)(=[O:33])=[O:32]. (3) Given the product [NH2:1][C:4]1[N:9]=[CH:8][C:7]([NH:10][S:11]([CH3:14])(=[O:13])=[O:12])=[CH:6][CH:5]=1, predict the reactants needed to synthesize it. The reactants are: [N+:1]([C:4]1[N:9]=[CH:8][C:7]([NH:10][S:11]([CH3:14])(=[O:13])=[O:12])=[CH:6][CH:5]=1)([O-])=O.[Cl-].[NH4+]. (4) The reactants are: [CH3:1][O:2][C:3]1[CH:8]=[CH:7][C:6]([CH2:9][O:10][CH:11]2[CH2:15][CH:14]([N:16]([CH2:20][CH:21]=[CH2:22])[CH2:17][CH:18]=[CH2:19])[CH:13]([NH2:23])[CH2:12]2)=[CH:5][CH:4]=1.C(=O)([O-])[O-].[Na+].[Na+].[C:30](O[C:30]([O:32][C:33]([CH3:36])([CH3:35])[CH3:34])=[O:31])([O:32][C:33]([CH3:36])([CH3:35])[CH3:34])=[O:31]. Given the product [CH2:17]([N:16]([CH2:20][CH:21]=[CH2:22])[CH:14]1[CH2:15][CH:11]([O:10][CH2:9][C:6]2[CH:7]=[CH:8][C:3]([O:2][CH3:1])=[CH:4][CH:5]=2)[CH2:12][CH:13]1[NH:23][C:30](=[O:31])[O:32][C:33]([CH3:36])([CH3:35])[CH3:34])[CH:18]=[CH2:19], predict the reactants needed to synthesize it. (5) The reactants are: [CH2:1]([O:8][C:9]1[CH:14]=[C:13]([Br:15])[CH:12]=[C:11]([N+:16]([O-])=O)[C:10]=1[NH:19][C:20](=[O:27])[CH:21](C(=O)CC)[CH3:22])[C:2]1[CH:7]=[CH:6][CH:5]=[CH:4][CH:3]=1.C.O.NN. Given the product [NH2:16][C:11]1[CH:12]=[C:13]([Br:15])[CH:14]=[C:9]([O:8][CH2:1][C:2]2[CH:7]=[CH:6][CH:5]=[CH:4][CH:3]=2)[C:10]=1[NH:19][C:20](=[O:27])[CH2:21][CH3:22], predict the reactants needed to synthesize it.